Dataset: Catalyst prediction with 721,799 reactions and 888 catalyst types from USPTO. Task: Predict which catalyst facilitates the given reaction. (1) Reactant: [OH-].[Na+].C([O:5][C:6]([C:8]1([CH:12]2[C:25]3[C:20](=[N:21][C:22]([C:26]4[CH:35]=[CH:34][C:29]([C:30]([O:32]C)=[O:31])=[CH:28][CH:27]=4)=[CH:23][CH:24]=3)[O:19][C:18]3[C:13]2=[CH:14][CH:15]=[CH:16][CH:17]=3)[CH2:11][CH2:10][CH2:9]1)=[O:7])C.Cl. Product: [C:6]([C:8]1([CH:12]2[C:25]3[C:20](=[N:21][C:22]([C:26]4[CH:27]=[CH:28][C:29]([C:30]([OH:32])=[O:31])=[CH:34][CH:35]=4)=[CH:23][CH:24]=3)[O:19][C:18]3[C:13]2=[CH:14][CH:15]=[CH:16][CH:17]=3)[CH2:11][CH2:10][CH2:9]1)([OH:7])=[O:5]. The catalyst class is: 5. (2) Reactant: [O:1]=[C:2]1[C:7]([CH2:8][C:9]2[CH:14]=[CH:13][C:12]([C:15]3[C:16]([C:21]#[N:22])=[CH:17][CH:18]=[CH:19][CH:20]=3)=[CH:11][CH:10]=2)=[C:6]([CH2:23][CH2:24][CH3:25])[N:5]2[N:26]=[CH:27][N:28]=[C:4]2[NH:3]1.Br[CH2:30][C:31]([C:33]1[CH:38]=[CH:37][C:36]([F:39])=[CH:35][CH:34]=1)=[O:32].C(=O)([O-])[O-].[K+].[K+].CN(C)C=O. Product: [F:39][C:36]1[CH:37]=[CH:38][C:33]([C:31](=[O:32])[CH2:30][N:3]2[C:2](=[O:1])[C:7]([CH2:8][C:9]3[CH:10]=[CH:11][C:12]([C:15]4[C:16]([C:21]#[N:22])=[CH:17][CH:18]=[CH:19][CH:20]=4)=[CH:13][CH:14]=3)=[C:6]([CH2:23][CH2:24][CH3:25])[N:5]3[N:26]=[CH:27][N:28]=[C:4]23)=[CH:34][CH:35]=1. The catalyst class is: 13. (3) Reactant: Cl[C:2]1[N:7]2[CH:8]=[CH:9][N:10]=[C:6]2[CH:5]=[C:4]([C:11]2[CH:16]=[CH:15][C:14]([N:17]3[CH2:22][CH2:21][O:20][CH2:19][CH2:18]3)=[CH:13][CH:12]=2)[N:3]=1.CC1(C)C(C)(C)OB([C:31]2[CH:32]=[N:33][NH:34][CH:35]=2)O1.C(=O)([O-])[O-].[K+].[K+]. Product: [NH:33]1[CH:32]=[C:31]([C:2]2[N:7]3[CH:8]=[CH:9][N:10]=[C:6]3[CH:5]=[C:4]([C:11]3[CH:16]=[CH:15][C:14]([N:17]4[CH2:22][CH2:21][O:20][CH2:19][CH2:18]4)=[CH:13][CH:12]=3)[N:3]=2)[CH:35]=[N:34]1. The catalyst class is: 108.